Dataset: Full USPTO retrosynthesis dataset with 1.9M reactions from patents (1976-2016). Task: Predict the reactants needed to synthesize the given product. (1) Given the product [NH2:7][C:8]1[CH:16]=[CH:15][C:11]([CH2:12][OH:13])=[C:10]([Cl:17])[CH:9]=1, predict the reactants needed to synthesize it. The reactants are: [H-].[Al+3].[Li+].[H-].[H-].[H-].[NH2:7][C:8]1[CH:16]=[CH:15][C:11]([C:12](O)=[O:13])=[C:10]([Cl:17])[CH:9]=1. (2) Given the product [Br:1][C:2]1[CH:3]=[C:4]([I:9])[C:5](=[O:8])[N:6]([CH3:13])[CH:7]=1, predict the reactants needed to synthesize it. The reactants are: [Br:1][C:2]1[CH:3]=[C:4]([I:9])[C:5](=[O:8])[NH:6][CH:7]=1.[H-].[Na+].I[CH3:13].